From a dataset of Catalyst prediction with 721,799 reactions and 888 catalyst types from USPTO. Predict which catalyst facilitates the given reaction. The catalyst class is: 10. Reactant: [F:1][C:2]1[CH:3]=[C:4]([C:9]2[CH:10]=[N:11][NH:12][CH:13]=2)[CH:5]=[C:6]([F:8])[CH:7]=1.[CH:14](=[O:17])[CH:15]=[CH2:16]. Product: [F:8][C:6]1[CH:5]=[C:4]([C:9]2[CH:13]=[N:12][N:11]([CH2:16][CH2:15][CH:14]=[O:17])[CH:10]=2)[CH:3]=[C:2]([F:1])[CH:7]=1.